Task: Predict the reactants needed to synthesize the given product.. Dataset: Full USPTO retrosynthesis dataset with 1.9M reactions from patents (1976-2016) (1) Given the product [ClH:17].[NH2:2][CH2:1][C:3]1[CH:4]=[CH:5][C:6]([C:9]([CH3:15])([CH3:16])[C:10]([O:12][CH2:13][CH3:14])=[O:11])=[CH:7][CH:8]=1, predict the reactants needed to synthesize it. The reactants are: [C:1]([C:3]1[CH:8]=[CH:7][C:6]([C:9]([CH3:16])([CH3:15])[C:10]([O:12][CH2:13][CH3:14])=[O:11])=[CH:5][CH:4]=1)#[N:2].[ClH:17]. (2) Given the product [CH:1]([N:4]1[CH2:9][CH2:8][CH:7]([O:10][C:11]2[CH:19]=[CH:18][C:17]3[N:16]4[CH2:20][CH2:21][N:22]([CH2:28][C:29]([NH:31][C:32]5[CH:37]=[CH:36][CH:35]=[CH:34][CH:33]=5)=[O:30])[C:23](=[O:24])[C:15]4=[CH:14][C:13]=3[CH:12]=2)[CH2:6][CH2:5]1)([CH3:3])[CH3:2], predict the reactants needed to synthesize it. The reactants are: [CH:1]([N:4]1[CH2:9][CH2:8][CH:7]([O:10][C:11]2[CH:19]=[CH:18][C:17]3[N:16]4[CH2:20][CH2:21][NH:22][C:23](=[O:24])[C:15]4=[CH:14][C:13]=3[CH:12]=2)[CH2:6][CH2:5]1)([CH3:3])[CH3:2].[H-].[Na+].Cl[CH2:28][C:29]([NH:31][C:32]1[CH:37]=[CH:36][CH:35]=[CH:34][CH:33]=1)=[O:30]. (3) Given the product [Br:6][C:7]1[CH:8]=[CH:9][C:10]2=[C:11]([CH:18]=1)[O:12][CH2:13][CH2:14][C:15]([CH:22]=[O:23])=[C:16]2[Cl:3], predict the reactants needed to synthesize it. The reactants are: P(Cl)(Cl)([Cl:3])=O.[Br:6][C:7]1[CH:8]=[CH:9][C:10]2[C:16](=O)[CH2:15][CH2:14][CH2:13][O:12][C:11]=2[CH:18]=1.CN([CH:22]=[O:23])C. (4) Given the product [CH2:1]([O:8][C:9](=[O:45])[NH:10][C@H:11]([C:13](=[O:44])[NH:14][CH:15]([C:21](=[O:43])[NH:22][C@@H:23]([CH2:36][C:37]1[CH:42]=[CH:41][CH:40]=[CH:39][CH:38]=1)[C:24]([C:26](=[O:35])[NH:27][CH2:28][C:29]1[CH:30]=[CH:31][CH:32]=[CH:33][CH:34]=1)=[O:25])[CH2:16][C:17]([F:20])([F:19])[F:18])[CH3:12])[C:2]1[CH:3]=[CH:4][CH:5]=[CH:6][CH:7]=1, predict the reactants needed to synthesize it. The reactants are: [CH2:1]([O:8][C:9](=[O:45])[NH:10][C@H:11]([C:13](=[O:44])[NH:14][CH:15]([C:21](=[O:43])[NH:22][C@@H:23]([CH2:36][C:37]1[CH:42]=[CH:41][CH:40]=[CH:39][CH:38]=1)[CH:24]([C:26](=[O:35])[NH:27][CH2:28][C:29]1[CH:34]=[CH:33][CH:32]=[CH:31][CH:30]=1)[OH:25])[CH2:16][C:17]([F:20])([F:19])[F:18])[CH3:12])[C:2]1[CH:7]=[CH:6][CH:5]=[CH:4][CH:3]=1.CC(OI1(OC(C)=O)(OC(C)=O)OC(=O)C2C=CC=CC1=2)=O. (5) Given the product [N:1](/[C:4](=[CH:20]\[C:17]1[S:18][CH:19]=[C:15]([Br:14])[CH:16]=1)/[C:5]([O:7][CH2:8][CH3:9])=[O:6])=[N+:2]=[N-:3], predict the reactants needed to synthesize it. The reactants are: [N:1]([CH2:4][C:5]([O:7][CH2:8][CH3:9])=[O:6])=[N+:2]=[N-:3].[O-]CC.[Na+].[Br:14][C:15]1[CH:16]=[C:17]([CH:20]=O)[S:18][CH:19]=1.[NH4+].[Cl-].